From a dataset of Forward reaction prediction with 1.9M reactions from USPTO patents (1976-2016). Predict the product of the given reaction. (1) Given the reactants [OH:1][C:2]1[CH:14]=[C:13]2[C:5]([C:6]3[C:7]([C:18]4[CH:23]=[CH:22][CH:21]=[C:20]([N:24]5[CH2:32][C:31]6[C:26](=[CH:27][C:28]([CH3:33])=[CH:29][CH:30]=6)[C:25]5=[O:34])[C:19]=4[CH3:35])=[CH:8][CH:9]=[C:10]([C:15]([NH2:17])=[O:16])[C:11]=3[NH:12]2)=[CH:4][CH:3]=1.C(=O)([O-])[O-].[K+].[K+].Br[CH2:43][CH2:44][O:45][CH3:46], predict the reaction product. The product is: [CH3:46][O:45][CH2:44][CH2:43][O:1][C:2]1[CH:14]=[C:13]2[C:5]([C:6]3[C:7]([C:18]4[CH:23]=[CH:22][CH:21]=[C:20]([N:24]5[CH2:32][C:31]6[C:26](=[CH:27][C:28]([CH3:33])=[CH:29][CH:30]=6)[C:25]5=[O:34])[C:19]=4[CH3:35])=[CH:8][CH:9]=[C:10]([C:15]([NH2:17])=[O:16])[C:11]=3[NH:12]2)=[CH:4][CH:3]=1. (2) Given the reactants [CH2:1]([C:4]1[N:5]([CH2:17][CH2:18][CH2:19][CH2:20][OH:21])[C:6]2[C:15]3[CH:14]=[CH:13][CH:12]=[CH:11][C:10]=3[N:9]=[CH:8][C:7]=2[N:16]=1)[CH2:2][CH3:3].[OH-].[NH4+:23].C1(C)C(S(Cl)(=O)=O)=CC=CC=1, predict the reaction product. The product is: [NH2:23][C:8]1[C:7]2[N:16]=[C:4]([CH2:1][CH2:2][CH3:3])[N:5]([CH2:17][CH2:18][CH2:19][CH2:20][OH:21])[C:6]=2[C:15]2[CH:14]=[CH:13][CH:12]=[CH:11][C:10]=2[N:9]=1. (3) Given the reactants CO.[C:3]([C:7]1[CH:12]=[CH:11][C:10]([CH:13]2[C:17]([OH:18])=[C:16]([C:19]([CH3:21])=[O:20])[CH2:15][S:14]2)=[CH:9][CH:8]=1)([CH3:6])([CH3:5])[CH3:4].OO.C1(C)C=CC=CC=1, predict the reaction product. The product is: [C:3]([C:7]1[CH:8]=[CH:9][C:10]([C:13]2[S:14][CH:15]=[C:16]([C:19]([CH3:21])=[O:20])[C:17]=2[OH:18])=[CH:11][CH:12]=1)([CH3:6])([CH3:4])[CH3:5]. (4) Given the reactants [F:1][C:2]1[CH:12]=[C:11]([C:13]2[CH:14]=[N:15][C:16]([O:19][CH2:20][CH:21]3[CH2:26][CH2:25][N:24]([CH2:27][C:28]4([C:32]([F:35])([F:34])[F:33])[CH2:31][CH2:30][CH2:29]4)[CH2:23][CH2:22]3)=[N:17][CH:18]=2)[CH:10]=[CH:9][C:3]=1[C:4]([O:6]CC)=[O:5].O[Li].O, predict the reaction product. The product is: [F:1][C:2]1[CH:12]=[C:11]([C:13]2[CH:14]=[N:15][C:16]([O:19][CH2:20][CH:21]3[CH2:22][CH2:23][N:24]([CH2:27][C:28]4([C:32]([F:34])([F:35])[F:33])[CH2:31][CH2:30][CH2:29]4)[CH2:25][CH2:26]3)=[N:17][CH:18]=2)[CH:10]=[CH:9][C:3]=1[C:4]([OH:6])=[O:5]. (5) Given the reactants C=O.[Cl:3][C:4]1[C:5]([F:34])=[C:6]([NH:10][C:11]2[C:20]3[C:15](=[CH:16][C:17]([O:32][CH3:33])=[C:18]([O:21][C@@H:22]4[CH2:27][CH2:26][NH:25][C@@H:24]([C:28]([NH:30][CH3:31])=[O:29])[CH2:23]4)[CH:19]=3)[N:14]=[CH:13][N:12]=2)[CH:7]=[CH:8][CH:9]=1.[C:35](O[BH-](OC(=O)C)OC(=O)C)(=O)C.[Na+].C([O-])(O)=O.[Na+], predict the reaction product. The product is: [Cl:3][C:4]1[C:5]([F:34])=[C:6]([NH:10][C:11]2[C:20]3[C:15](=[CH:16][C:17]([O:32][CH3:33])=[C:18]([O:21][C@@H:22]4[CH2:27][CH2:26][N:25]([CH3:35])[C@@H:24]([C:28]([NH:30][CH3:31])=[O:29])[CH2:23]4)[CH:19]=3)[N:14]=[CH:13][N:12]=2)[CH:7]=[CH:8][CH:9]=1. (6) Given the reactants [Cl-].O[NH3+:3].[C:4](=[O:7])([O-])[OH:5].[Na+].CS(C)=O.[CH2:13]([C:15]1[S:52][C:18]2[N:19]([CH2:36][C:37]3[CH:42]=[CH:41][C:40]([C:43]4[C:44]([C:49]#[N:50])=[CH:45][CH:46]=[CH:47][CH:48]=4)=[CH:39][C:38]=3[F:51])[C:20](=[O:35])[N:21]([CH2:24][C:25]([C:27]3[CH:32]=[CH:31][C:30]([O:33][CH3:34])=[CH:29][CH:28]=3)=[O:26])[C:22](=[O:23])[C:17]=2[CH:16]=1)[CH3:14], predict the reaction product. The product is: [CH2:13]([C:15]1[S:52][C:18]2[N:19]([CH2:36][C:37]3[CH:42]=[CH:41][C:40]([C:43]4[CH:48]=[CH:47][CH:46]=[CH:45][C:44]=4[C:49]4[NH:3][C:4](=[O:7])[O:5][N:50]=4)=[CH:39][C:38]=3[F:51])[C:20](=[O:35])[N:21]([CH2:24][C:25]([C:27]3[CH:28]=[CH:29][C:30]([O:33][CH3:34])=[CH:31][CH:32]=3)=[O:26])[C:22](=[O:23])[C:17]=2[CH:16]=1)[CH3:14]. (7) Given the reactants [CH3:1][O:2][C:3](=[O:15])[C:4]1[CH:9]=[CH:8][C:7]([NH:10][CH3:11])=[C:6]([N+:12]([O-])=O)[CH:5]=1, predict the reaction product. The product is: [CH3:1][O:2][C:3](=[O:15])[C:4]1[CH:9]=[CH:8][C:7]([NH:10][CH3:11])=[C:6]([NH2:12])[CH:5]=1. (8) Given the reactants Br[C:2]1[S:6][C:5]([C:7]2[N:11]3[N:12]=[C:13]([CH3:21])[CH:14]=[C:15]([CH:16]([CH2:19][CH3:20])[CH2:17][CH3:18])[C:10]3=[N:9][C:8]=2[CH3:22])=[C:4]([CH3:23])[CH:3]=1.[Br-].[N:25]1[CH:30]=[CH:29][CH:28]=[CH:27][C:26]=1[Zn+].C1COCC1, predict the reaction product. The product is: [CH2:17]([CH:16]([C:15]1[C:10]2[N:11]([C:7]([C:5]3[S:6][C:2]([C:26]4[CH:27]=[CH:28][CH:29]=[CH:30][N:25]=4)=[CH:3][C:4]=3[CH3:23])=[C:8]([CH3:22])[N:9]=2)[N:12]=[C:13]([CH3:21])[CH:14]=1)[CH2:19][CH3:20])[CH3:18].